Dataset: Reaction yield outcomes from USPTO patents with 853,638 reactions. Task: Predict the reaction yield, written as a fraction of the theoretical maximum amount of product (1.0 means a 100% yield; for example, 0.34 means a 34% yield). (1) The reactants are [CH3:1][C:2]1([CH3:24])[CH2:11][CH2:10][C:9]2[C:4](=[CH:5][CH:6]=[C:7]([S:12]([NH:15][CH2:16][C:17]([O:19][C:20]([CH3:23])([CH3:22])[CH3:21])=[O:18])(=[O:14])=[O:13])[CH:8]=2)[O:3]1.CCN(P1(N(C)CCCN1C)=NC(C)(C)C)CC.[Br:43][C:44]1[CH:45]=[C:46]([CH:49]=[C:50]([CH2:52]Br)[CH:51]=1)[C:47]#[N:48]. The catalyst is CC#N. The product is [Br:43][C:44]1[CH:51]=[C:50]([CH:49]=[C:46]([C:47]#[N:48])[CH:45]=1)[CH2:52][N:15]([CH2:16][C:17]([O:19][C:20]([CH3:23])([CH3:22])[CH3:21])=[O:18])[S:12]([C:7]1[CH:8]=[C:9]2[C:4](=[CH:5][CH:6]=1)[O:3][C:2]([CH3:24])([CH3:1])[CH2:11][CH2:10]2)(=[O:14])=[O:13]. The yield is 0.800. (2) The reactants are [NH2:1][C:2]1[N:10]=[CH:9][C:8]([Br:11])=[CH:7][C:3]=1[C:4]([OH:6])=O.C(N(CC)C(C)C)(C)C.[CH3:21][S@:22]([C:25]1[CH:30]=[CH:29][CH:28]=[CH:27][CH:26]=1)(=[NH:24])=[O:23].F[P-](F)(F)(F)(F)F.N1(O[P+](N(C)C)(N(C)C)N(C)C)C2C=CC=CC=2N=N1. The catalyst is CN(C=O)C.CCOC(C)=O. The product is [NH2:1][C:2]1[N:10]=[CH:9][C:8]([Br:11])=[CH:7][C:3]=1[C:4]([N:24]=[S@@:22]([CH3:21])(=[O:23])[C:25]1[CH:30]=[CH:29][CH:28]=[CH:27][CH:26]=1)=[O:6]. The yield is 0.840. (3) The reactants are [OH:1][CH:2]([CH2:7][OH:8])[CH2:3][C:4]([NH2:6])=[O:5].CO[C:11](OC)([CH3:13])[CH3:12].C(=O)([O-])[O-].[Na+].[Na+].CO. The catalyst is CC(C)=O.C1(C)C=CC(S(O)(=O)=O)=CC=1. The product is [CH3:12][C:11]1([CH3:13])[O:1][CH:2]([CH2:3][C:4]([NH2:6])=[O:5])[CH2:7][O:8]1. The yield is 0.380. (4) The reactants are [F:1][C:2]1[CH:24]=[CH:23][C:5]([O:6][C:7]2[CH:8]=[C:9]3[C:13](=[CH:14][C:15]=2[C:16](N)=[O:17])[N:12]([CH2:19][CH:20]([CH3:22])[CH3:21])[N:11]=[CH:10]3)=[CH:4][CH:3]=1.C(N1C=CN=C1)(N1C=CN=C1)=O.[CH3:37][NH:38][CH:39]1[CH2:44][CH2:43][N:42]([CH3:45])[CH2:41][CH2:40]1. The catalyst is C1COCC1. The product is [CH3:37][N:38]([CH:39]1[CH2:44][CH2:43][N:42]([CH3:45])[CH2:41][CH2:40]1)[C:16]([C:15]1[CH:14]=[C:13]2[C:9]([CH:10]=[N:11][N:12]2[CH2:19][CH:20]([CH3:22])[CH3:21])=[CH:8][C:7]=1[O:6][C:5]1[CH:4]=[CH:3][C:2]([F:1])=[CH:24][CH:23]=1)=[O:17]. The yield is 0.0300. (5) The reactants are [CH2:1]([NH2:4])[C:2]#[CH:3].[O:5](C(OC(C)(C)C)=O)[C:6]([O:8][C:9]([CH3:12])([CH3:11])[CH3:10])=O.[CH2:20]1[CH2:24]OC[CH2:21]1. No catalyst specified. The product is [CH2:1]([N:4]([CH2:24][C:20]#[CH:21])[C:6](=[O:5])[O:8][C:9]([CH3:12])([CH3:11])[CH3:10])[C:2]#[CH:3]. The yield is 1.00. (6) The reactants are [N:1]12[CH2:8][CH2:7][C:4]([C:9]([C:17]3[CH:22]=[CH:21][CH:20]=[CH:19][CH:18]=3)([C:11]3[CH:16]=[CH:15][CH:14]=[CH:13][CH:12]=3)[OH:10])([CH2:5][CH2:6]1)[CH2:3][CH2:2]2.[C:23]1([O:29][CH2:30][CH2:31][CH2:32][Br:33])[CH:28]=[CH:27][CH:26]=[CH:25][CH:24]=1. The catalyst is CC#N. The product is [Br-:33].[OH:10][C:9]([C:17]1[CH:22]=[CH:21][CH:20]=[CH:19][CH:18]=1)([C:11]1[CH:12]=[CH:13][CH:14]=[CH:15][CH:16]=1)[C:4]12[CH2:5][CH2:6][N+:1]([CH2:32][CH2:31][CH2:30][O:29][C:23]3[CH:28]=[CH:27][CH:26]=[CH:25][CH:24]=3)([CH2:2][CH2:3]1)[CH2:8][CH2:7]2. The yield is 0.860.